This data is from Forward reaction prediction with 1.9M reactions from USPTO patents (1976-2016). The task is: Predict the product of the given reaction. Given the reactants FC(F)(F)S(O[C:7]1[CH:12]=[CH:11][CH:10]=[C:9]([Cl:13])[C:8]=1[CH2:14][CH3:15])(=O)=O.Br[Zn][CH2:20][CH2:21][CH2:22][C:23]([O:25][CH2:26][CH3:27])=[O:24], predict the reaction product. The product is: [Cl:13][C:9]1[C:8]([CH2:14][CH3:15])=[C:7]([CH2:20][CH2:21][CH2:22][C:23]([O:25][CH2:26][CH3:27])=[O:24])[CH:12]=[CH:11][CH:10]=1.